From a dataset of Catalyst prediction with 721,799 reactions and 888 catalyst types from USPTO. Predict which catalyst facilitates the given reaction. (1) Reactant: S(O[CH2:12][CH2:13][CH2:14][CH:15]1[CH2:20][CH2:19][N:18]([C:21]2[CH:26]=[CH:25][C:24]([N+:27]([O-:29])=[O:28])=[CH:23][CH:22]=2)[CH2:17][CH2:16]1)(C1C=CC(C)=CC=1)(=O)=O.C(=O)([O-])[O-].[K+].[K+].[NH:36]1[CH:40]=[N:39][CH:38]=[N:37]1.C(OCC)(=O)C. Product: [N:36]1([CH2:12][CH2:13][CH2:14][CH:15]2[CH2:16][CH2:17][N:18]([C:21]3[CH:22]=[CH:23][C:24]([N+:27]([O-:29])=[O:28])=[CH:25][CH:26]=3)[CH2:19][CH2:20]2)[CH:40]=[N:39][CH:38]=[N:37]1. The catalyst class is: 10. (2) Reactant: [CH2:1]([O:8][C:9](=[O:28])[C@@H:10]([NH:15][C:16](=[O:27])[C@@H:17]([NH:19][C:20]([O:22]C(C)(C)C)=O)[CH3:18])[CH2:11][CH:12]([CH3:14])[CH3:13])[C:2]1[CH:7]=[CH:6][CH:5]=[CH:4][CH:3]=1.FC(F)(F)C(O)=O.C(N(CC)C(C)C)(C)C.[CH3:45][N:46]1[C:50](C(O)=O)=[CH:49][CH:48]=[N:47]1.CN(C(ON1N=NC2C=CC=NC1=2)=[N+](C)C)C.F[P-](F)(F)(F)(F)F. Product: [CH2:1]([O:8][C:9](=[O:28])[C@@H:10]([NH:15][C:16](=[O:27])[C@@H:17]([NH:19][C:20]([C:50]1[N:46]([CH3:45])[N:47]=[CH:48][CH:49]=1)=[O:22])[CH3:18])[CH2:11][CH:12]([CH3:13])[CH3:14])[C:2]1[CH:3]=[CH:4][CH:5]=[CH:6][CH:7]=1. The catalyst class is: 4. (3) Reactant: C[N:2](C)[C:3](=[N:5][C:6](=[S:18])[C:7]([NH:10][C:11](=[O:17])[O:12][C:13]([CH3:16])([CH3:15])[CH3:14])([CH3:9])[CH3:8])[CH3:4].NOS(O)(=O)=O.N1C=CC=CC=1.CO. Product: [CH3:4][C:3]1[N:5]=[C:6]([C:7]([NH:10][C:11](=[O:17])[O:12][C:13]([CH3:16])([CH3:15])[CH3:14])([CH3:9])[CH3:8])[S:18][N:2]=1. The catalyst class is: 8. (4) Reactant: [NH3:1].[CH2:2]([O:4][C:5]([C:7]1[C:8]2[S:16][CH:15]=[C:14]([CH2:17][O:18][C:19]3[CH:24]=[C:23]([C:25]4[N:26]=[N:27][N:28]([CH2:30][C:31]5[CH:36]=[CH:35][C:34]([Cl:37])=[CH:33][CH:32]=5)[CH:29]=4)[CH:22]=[CH:21][C:20]=3[CH3:38])[C:9]=2[C:10](Cl)=[N:11][CH:12]=1)=[O:6])[CH3:3]. Product: [CH2:2]([O:4][C:5]([C:7]1[C:8]2[S:16][CH:15]=[C:14]([CH2:17][O:18][C:19]3[CH:24]=[C:23]([C:25]4[N:26]=[N:27][N:28]([CH2:30][C:31]5[CH:36]=[CH:35][C:34]([Cl:37])=[CH:33][CH:32]=5)[CH:29]=4)[CH:22]=[CH:21][C:20]=3[CH3:38])[C:9]=2[C:10]([NH2:1])=[N:11][CH:12]=1)=[O:6])[CH3:3]. The catalyst class is: 41. (5) Reactant: [CH2:1]([O:9][C:10]1[CH:23]=[CH:22][C:21]2[C:20](=O)[C:19]3[C:14](=[CH:15][CH:16]=[C:17]([O:25][CH2:26][CH2:27][CH2:28][CH2:29][CH2:30][CH2:31][CH2:32][CH3:33])[CH:18]=3)[C:13](=[O:34])[C:12]=2[CH:11]=1)[CH2:2][CH2:3][CH2:4][CH2:5][CH2:6][CH2:7][CH3:8]. Product: [CH2:1]([O:9][C:10]1[CH:23]=[CH:22][C:21]2[CH2:20][C:19]3[C:14](=[CH:15][CH:16]=[C:17]([O:25][CH2:26][CH2:27][CH2:28][CH2:29][CH2:30][CH2:31][CH2:32][CH3:33])[CH:18]=3)[C:13](=[O:34])[C:12]=2[CH:11]=1)[CH2:2][CH2:3][CH2:4][CH2:5][CH2:6][CH2:7][CH3:8]. The catalyst class is: 401. (6) Reactant: [OH:1][C:2]1[C:10]([OH:11])=[CH:9][CH:8]=[CH:7][C:3]=1[C:4]([OH:6])=[O:5].S(=O)(=O)(O)O.[C:17](OCC)(=O)C.C([O-])(O)=O.[Na+]. Product: [CH3:17][O:5][C:4](=[O:6])[C:3]1[CH:7]=[CH:8][CH:9]=[C:10]([OH:11])[C:2]=1[OH:1]. The catalyst class is: 5. (7) Reactant: [NH2:1][C:2]1[N:7]=[CH:6][C:5]([C:8]2[N:17]=[C:16]([NH:18][CH2:19][CH:20]([C:27]3[CH:32]=[CH:31][CH:30]=[CH:29][CH:28]=3)[C:21]3[CH:26]=[CH:25][N:24]=[CH:23][CH:22]=3)[C:15]3[C:10](=[CH:11][CH:12]=[CH:13][CH:14]=3)[N:9]=2)=[CH:4][N:3]=1.Cl[CH2:34][CH:35]=O.C(Cl)(Cl)Cl.CO. Product: [N:1]1[CH:34]=[CH:35][N:7]2[CH:6]=[C:5]([C:8]3[N:17]=[C:16]([NH:18][CH2:19][CH:20]([C:27]4[CH:32]=[CH:31][CH:30]=[CH:29][CH:28]=4)[C:21]4[CH:26]=[CH:25][N:24]=[CH:23][CH:22]=4)[C:15]4[C:10](=[CH:11][CH:12]=[CH:13][CH:14]=4)[N:9]=3)[CH:4]=[N:3][C:2]=12. The catalyst class is: 32.